Dataset: NCI-60 drug combinations with 297,098 pairs across 59 cell lines. Task: Regression. Given two drug SMILES strings and cell line genomic features, predict the synergy score measuring deviation from expected non-interaction effect. (1) Drug 1: C1=C(C(=O)NC(=O)N1)N(CCCl)CCCl. Drug 2: C1=CC=C(C=C1)NC(=O)CCCCCCC(=O)NO. Cell line: SF-539. Synergy scores: CSS=54.1, Synergy_ZIP=-0.849, Synergy_Bliss=-1.66, Synergy_Loewe=-13.5, Synergy_HSA=0.614. (2) Drug 1: CC1=C(C=C(C=C1)NC(=O)C2=CC=C(C=C2)CN3CCN(CC3)C)NC4=NC=CC(=N4)C5=CN=CC=C5. Drug 2: CC1CCC2CC(C(=CC=CC=CC(CC(C(=O)C(C(C(=CC(C(=O)CC(OC(=O)C3CCCCN3C(=O)C(=O)C1(O2)O)C(C)CC4CCC(C(C4)OC)OCCO)C)C)O)OC)C)C)C)OC. Cell line: K-562. Synergy scores: CSS=58.2, Synergy_ZIP=-0.889, Synergy_Bliss=1.36, Synergy_Loewe=0.128, Synergy_HSA=3.36. (3) Drug 1: CC(C)CN1C=NC2=C1C3=CC=CC=C3N=C2N. Drug 2: CCC1(C2=C(COC1=O)C(=O)N3CC4=CC5=C(C=CC(=C5CN(C)C)O)N=C4C3=C2)O.Cl. Cell line: SF-268. Synergy scores: CSS=28.0, Synergy_ZIP=-8.09, Synergy_Bliss=-3.04, Synergy_Loewe=-17.6, Synergy_HSA=-6.06. (4) Drug 1: CC1C(C(=O)NC(C(=O)N2CCCC2C(=O)N(CC(=O)N(C(C(=O)O1)C(C)C)C)C)C(C)C)NC(=O)C3=C4C(=C(C=C3)C)OC5=C(C(=O)C(=C(C5=N4)C(=O)NC6C(OC(=O)C(N(C(=O)CN(C(=O)C7CCCN7C(=O)C(NC6=O)C(C)C)C)C)C(C)C)C)N)C. Drug 2: CCCCC(=O)OCC(=O)C1(CC(C2=C(C1)C(=C3C(=C2O)C(=O)C4=C(C3=O)C=CC=C4OC)O)OC5CC(C(C(O5)C)O)NC(=O)C(F)(F)F)O. Cell line: NCI/ADR-RES. Synergy scores: CSS=13.9, Synergy_ZIP=2.13, Synergy_Bliss=8.97, Synergy_Loewe=0.0502, Synergy_HSA=0.958. (5) Drug 1: C1CC(=O)NC(=O)C1N2CC3=C(C2=O)C=CC=C3N. Drug 2: CNC(=O)C1=NC=CC(=C1)OC2=CC=C(C=C2)NC(=O)NC3=CC(=C(C=C3)Cl)C(F)(F)F. Cell line: SN12C. Synergy scores: CSS=18.7, Synergy_ZIP=-6.21, Synergy_Bliss=-2.23, Synergy_Loewe=-16.6, Synergy_HSA=-1.52. (6) Drug 1: C1C(C(OC1N2C=NC3=C(N=C(N=C32)Cl)N)CO)O. Drug 2: CCC1=C2CN3C(=CC4=C(C3=O)COC(=O)C4(CC)O)C2=NC5=C1C=C(C=C5)O. Cell line: HCT-15. Synergy scores: CSS=23.0, Synergy_ZIP=-2.51, Synergy_Bliss=0.751, Synergy_Loewe=-9.50, Synergy_HSA=-0.376.